Predict the reaction yield, written as a fraction of the theoretical maximum amount of product (1.0 means a 100% yield; for example, 0.34 means a 34% yield). From a dataset of Reaction yield outcomes from USPTO patents with 853,638 reactions. The reactants are C(OC([CH2:8][NH:9][C:10]1[CH:11]=[C:12]([C:16]2[N:21]=[CH:20][C:19]([CH2:22][CH:23]([O:29][CH2:30][CH3:31])[C:24]([O:26][CH2:27][CH3:28])=[O:25])=[CH:18][CH:17]=2)[CH:13]=[CH:14][CH:15]=1)=O)(C)(C)C.ClCCl.FC(F)(F)C(O)=O. The catalyst is O. The product is [CH2:30]([O:29][CH:23]([CH2:22][C:19]1[CH:20]=[N:21][C:16]([C:12]2[CH:13]=[CH:14][CH:15]=[C:10]([NH:9][CH3:8])[CH:11]=2)=[CH:17][CH:18]=1)[C:24]([O:26][CH2:27][CH3:28])=[O:25])[CH3:31]. The yield is 0.940.